This data is from Catalyst prediction with 721,799 reactions and 888 catalyst types from USPTO. The task is: Predict which catalyst facilitates the given reaction. (1) Reactant: [H-].[Na+].[Cl:3][C:4]1[CH:9]=[CH:8][C:7]([CH2:10][CH2:11][C:12]([OH:14])=[O:13])=[C:6]([SH:15])[CH:5]=1.F[C:17]1[CH:22]=[CH:21][C:20]([S:23]([CH3:26])(=[O:25])=[O:24])=[CH:19][C:18]=1[C:27]([F:30])([F:29])[F:28]. Product: [Cl:3][C:4]1[CH:9]=[CH:8][C:7]([CH2:10][CH2:11][C:12]([OH:14])=[O:13])=[C:6]([S:15][C:17]2[CH:22]=[CH:21][C:20]([S:23]([CH3:26])(=[O:24])=[O:25])=[CH:19][C:18]=2[C:27]([F:28])([F:30])[F:29])[CH:5]=1. The catalyst class is: 3. (2) Reactant: C[O:2][C:3](=[O:22])[C:4]1[CH:9]=[C:8]([CH:10]2[CH2:15][CH2:14][O:13][CH2:12][CH2:11]2)[C:7]([O:16][CH2:17][C:18]([F:21])([F:20])[F:19])=[N:6][CH:5]=1.O1CCCC1.[OH-].[Li+].Cl. Product: [O:13]1[CH2:14][CH2:15][CH:10]([C:8]2[C:7]([O:16][CH2:17][C:18]([F:21])([F:19])[F:20])=[N:6][CH:5]=[C:4]([CH:9]=2)[C:3]([OH:22])=[O:2])[CH2:11][CH2:12]1. The catalyst class is: 6. (3) Reactant: [C:1]([O:5][C:6]([N:8]1[CH:13]2[CH2:14][CH2:15][CH:9]1[CH2:10][C:11](=[O:16])[CH2:12]2)=[O:7])([CH3:4])([CH3:3])[CH3:2].[BH4-].[Na+]. Product: [C:1]([O:5][C:6]([N:8]1[CH:13]2[CH2:14][CH2:15][CH:9]1[CH2:10][CH:11]([OH:16])[CH2:12]2)=[O:7])([CH3:4])([CH3:2])[CH3:3]. The catalyst class is: 412. (4) Reactant: [Cl:1][C:2]1[CH:12]=[CH:11][C:10]2[CH:9]3[CH2:13][CH:5]([CH2:6][N:7](C(=O)C(F)(F)F)[CH2:8]3)[C:4]=2[CH:3]=1.C([O-])([O-])=O.[Na+].[Na+]. Product: [ClH:1].[Cl:1][C:2]1[CH:12]=[CH:11][C:10]2[CH:9]3[CH2:13][CH:5]([CH2:6][NH:7][CH2:8]3)[C:4]=2[CH:3]=1. The catalyst class is: 24. (5) Reactant: [Cl:1][C:2]1[CH:3]=[C:4]2[C:8](=[CH:9][CH:10]=1)[NH:7][C:6]([C:11]([N:13]1[CH2:18][CH2:17][CH:16]([C:19]3[C:24]([O:25][CH3:26])=[CH:23][CH:22]=[CH:21][C:20]=3[O:27][CH3:28])[CH2:15][CH2:14]1)=[O:12])=[CH:5]2.[H-].[Na+].Cl[CH2:32][C:33]#[N:34]. Product: [Cl:1][C:2]1[CH:3]=[C:4]2[C:8](=[CH:9][CH:10]=1)[N:7]([CH2:32][C:33]#[N:34])[C:6]([C:11]([N:13]1[CH2:14][CH2:15][CH:16]([C:19]3[C:24]([O:25][CH3:26])=[CH:23][CH:22]=[CH:21][C:20]=3[O:27][CH3:28])[CH2:17][CH2:18]1)=[O:12])=[CH:5]2. The catalyst class is: 3.